Dataset: Peptide-MHC class II binding affinity with 134,281 pairs from IEDB. Task: Regression. Given a peptide amino acid sequence and an MHC pseudo amino acid sequence, predict their binding affinity value. This is MHC class II binding data. (1) The peptide sequence is NGTVMDVISRRDQRG. The MHC is DRB1_0301 with pseudo-sequence DRB1_0301. The binding affinity (normalized) is 0.619. (2) The peptide sequence is FKLLQNSQVYSLIRP. The MHC is DRB1_0701 with pseudo-sequence DRB1_0701. The binding affinity (normalized) is 0.581. (3) The peptide sequence is PKLEFGSLIVNPSLN. The MHC is DRB1_0301 with pseudo-sequence DRB1_0301. The binding affinity (normalized) is 0.409. (4) The peptide sequence is LRSAGELELQFRRVK. The MHC is DRB1_1101 with pseudo-sequence DRB1_1101. The binding affinity (normalized) is 0.320.